Dataset: Catalyst prediction with 721,799 reactions and 888 catalyst types from USPTO. Task: Predict which catalyst facilitates the given reaction. (1) Reactant: [CH3:1][C@@H:2]1[O:7][CH2:6][C@@H:5]2[CH2:8][CH2:9][C@@H:10]([C:12]([O:14]C)=[O:13])[CH2:11][N:4]2[C:3]1=[O:16].O[Li].O. Product: [CH3:1][C@@H:2]1[O:7][CH2:6][C@@H:5]2[CH2:8][CH2:9][C@@H:10]([C:12]([OH:14])=[O:13])[CH2:11][N:4]2[C:3]1=[O:16]. The catalyst class is: 20. (2) Reactant: [NH2:1][C:2]1[S:3][CH:4]=[CH:5][N:6]=1.[N:7]1[CH:12]=[CH:11][C:10]([CH:13]=O)=[CH:9][CH:8]=1.O. Product: [N:7]1[CH:12]=[CH:11][C:10]([CH2:13][NH:1][C:2]2[S:3][CH:4]=[CH:5][N:6]=2)=[CH:9][CH:8]=1. The catalyst class is: 11. (3) Reactant: FC(F)(F)C(O)=O.[F:8][C:9]([F:52])([F:51])[C:10]1[CH:11]=[C:12]([CH:44]=[C:45]([C:47]([F:50])([F:49])[F:48])[CH:46]=1)[CH2:13][N:14]([C:38]1[N:39]=[N:40][N:41]([CH3:43])[N:42]=1)[C@H:15]1[CH2:21][CH2:20][CH2:19][N:18](C(OC(C)(C)C)=O)[C:17]2[CH:29]=[C:30]([C:34]([F:37])([F:36])[F:35])[C:31]([CH3:33])=[CH:32][C:16]1=2.C(=O)(O)[O-].[Na+]. Product: [F:51][C:9]([F:8])([F:52])[C:10]1[CH:11]=[C:12]([CH:44]=[C:45]([C:47]([F:50])([F:48])[F:49])[CH:46]=1)[CH2:13][N:14]([C:38]1[N:39]=[N:40][N:41]([CH3:43])[N:42]=1)[C@H:15]1[CH2:21][CH2:20][CH2:19][NH:18][C:17]2[CH:29]=[C:30]([C:34]([F:35])([F:36])[F:37])[C:31]([CH3:33])=[CH:32][C:16]1=2. The catalyst class is: 2. (4) Reactant: [N:1]12[CH2:9][CH2:8][CH:5]([CH2:6][CH2:7]1)[N:4]([C:10]([C:12]1[O:16][C:15]([C:17]3[CH:22]=[CH:21][C:20]([NH:23][C:24](=[O:27])[CH:25]=[CH2:26])=[CH:19][CH:18]=3)=[CH:14][CH:13]=1)=[O:11])[CH2:3][CH2:2]2.[I:28]C. Product: [I-:28].[CH3+:2].[N:1]12[CH2:7][CH2:6][CH:5]([CH2:8][CH2:9]1)[N:4]([C:10]([C:12]1[O:16][C:15]([C:17]3[CH:22]=[CH:21][C:20]([NH:23][C:24](=[O:27])[CH:25]=[CH2:26])=[CH:19][CH:18]=3)=[CH:14][CH:13]=1)=[O:11])[CH2:3][CH2:2]2. The catalyst class is: 4. (5) Reactant: [N:1]12[CH2:8][C:5]([C:9]3[O:10][C:11]4[C:17]([C:18]([O:20]C)=O)=[CH:16][CH:15]=[CH:14][C:12]=4[N:13]=3)([CH2:6][CH2:7]1)[CH2:4][CH2:3][CH2:2]2.[NH3:22]. Product: [N:1]12[CH2:8][C:5]([C:9]3[O:10][C:11]4[C:17]([C:18]([NH2:22])=[O:20])=[CH:16][CH:15]=[CH:14][C:12]=4[N:13]=3)([CH2:6][CH2:7]1)[CH2:4][CH2:3][CH2:2]2. The catalyst class is: 5. (6) Product: [CH3:33][N:32]([CH3:34])[C:31](=[O:35])[O:30][C:26]1[CH:27]=[CH:28][CH:29]=[C:24]([NH:23][C:22]([C:9]2([O:8][CH2:1][C:2]3[CH:3]=[CH:4][CH:5]=[CH:6][CH:7]=3)[CH2:14][CH2:13][NH:12][CH2:11][CH2:10]2)=[O:36])[CH:25]=1. The catalyst class is: 5. Reactant: [CH2:1]([O:8][C:9]1([C:22](=[O:36])[NH:23][C:24]2[CH:29]=[CH:28][CH:27]=[C:26]([O:30][C:31](=[O:35])[N:32]([CH3:34])[CH3:33])[CH:25]=2)[CH2:14][CH2:13][N:12](C(OC(C)(C)C)=O)[CH2:11][CH2:10]1)[C:2]1[CH:7]=[CH:6][CH:5]=[CH:4][CH:3]=1.Cl. (7) Reactant: [N+:1]([C:4]1[CH:5]=[C:6]2[C:11](=[CH:12][CH:13]=1)[O:10][CH2:9][CH2:8][C:7]2=[O:14])([O-])=O.NN. Product: [NH2:1][C:4]1[CH:5]=[C:6]2[C:11](=[CH:12][CH:13]=1)[O:10][CH2:9][CH2:8][C:7]2=[O:14]. The catalyst class is: 470.